Dataset: Catalyst prediction with 721,799 reactions and 888 catalyst types from USPTO. Task: Predict which catalyst facilitates the given reaction. (1) Reactant: [O:1]=[O+][O-].[F:4][C:5]1[CH:10]=[CH:9][C:8]([F:11])=[CH:7][C:6]=1[C:12]1([S:26]([C:29]2[CH:34]=[CH:33][C:32]([CH:35]=C)=[CH:31][CH:30]=2)(=[O:28])=[O:27])[CH2:17][CH2:16][CH:15]([NH:18][S:19]([C:22]([F:25])([F:24])[F:23])(=[O:21])=[O:20])[CH2:14][CH2:13]1.CSC. Product: [F:4][C:5]1[CH:10]=[CH:9][C:8]([F:11])=[CH:7][C:6]=1[C:12]1([S:26]([C:29]2[CH:34]=[CH:33][C:32]([CH:35]=[O:1])=[CH:31][CH:30]=2)(=[O:28])=[O:27])[CH2:17][CH2:16][CH:15]([NH:18][S:19]([C:22]([F:25])([F:24])[F:23])(=[O:21])=[O:20])[CH2:14][CH2:13]1. The catalyst class is: 98. (2) Reactant: [Cl:1][C:2]1[CH:7]=[CH:6][C:5]([C:8]2[NH:12][C:11]3[CH:13]=[C:14]([C:16]([O:18][CH3:19])=[O:17])[S:15][C:10]=3[C:9]=2[CH:20]2[CH2:25][CH2:24][CH2:23][CH2:22][CH2:21]2)=[CH:4][CH:3]=1.[H-].[Na+].Br[CH2:29][C:30]([O:32][C:33]([CH3:36])([CH3:35])[CH3:34])=[O:31]. Product: [C:33]([O:32][C:30](=[O:31])[CH2:29][N:12]1[C:8]([C:5]2[CH:4]=[CH:3][C:2]([Cl:1])=[CH:7][CH:6]=2)=[C:9]([CH:20]2[CH2:25][CH2:24][CH2:23][CH2:22][CH2:21]2)[C:10]2[S:15][C:14]([C:16]([O:18][CH3:19])=[O:17])=[CH:13][C:11]1=2)([CH3:36])([CH3:35])[CH3:34]. The catalyst class is: 31. (3) Reactant: [F:1][C:2]1[CH:8]=[C:7]([C:9]([F:12])([F:11])[F:10])[CH:6]=[CH:5][C:3]=1[NH2:4].[Cl:13]N1C(=O)CCC1=O.O. Product: [Cl:13][C:5]1[CH:6]=[C:7]([C:9]([F:10])([F:11])[F:12])[CH:8]=[C:2]([F:1])[C:3]=1[NH2:4]. The catalyst class is: 10. (4) Reactant: Cl.[CH3:2][C:3]1[CH:8]=[CH:7][CH:6]=[CH:5][C:4]=1[NH:9][NH2:10].O=[C:12]1[CH2:17][CH2:16][CH2:15][CH2:14][CH:13]1[C:18]#[N:19]. Product: [CH3:2][C:3]1[CH:8]=[CH:7][CH:6]=[CH:5][C:4]=1[N:9]1[C:18]([NH2:19])=[C:13]2[C:12]([CH2:17][CH2:16][CH2:15][CH2:14]2)=[N:10]1. The catalyst class is: 8. (5) Reactant: [Br:1][C:2]1[CH:3]=[N:4][CH:5]=[C:6]([Cl:10])[C:7]=1[CH:8]=[O:9].[CH3:11][Mg]Br.[NH4+].[Cl-]. Product: [Br:1][C:2]1[CH:3]=[N:4][CH:5]=[C:6]([Cl:10])[C:7]=1[CH:8]([OH:9])[CH3:11]. The catalyst class is: 1.